From a dataset of Forward reaction prediction with 1.9M reactions from USPTO patents (1976-2016). Predict the product of the given reaction. Given the reactants [ClH:1].[CH3:2][N:3]([CH2:5][C:6]1[C:14]2[O:13][N:12]=[C:11]([CH2:15][CH2:16][CH:17]3[CH2:22][CH2:21][N:20]([CH2:23][C:24]4[CH:29]=[CH:28][CH:27]=[CH:26][CH:25]=4)[CH2:19][CH2:18]3)[C:10]=2[CH:9]=[CH:8][C:7]=1[O:30][CH2:31][C:32]1[CH:37]=[CH:36][C:35]([F:38])=[CH:34][CH:33]=1)[CH3:4], predict the reaction product. The product is: [ClH:1].[ClH:1].[CH3:2][N:3]([CH2:5][C:6]1[C:14]2[O:13][N:12]=[C:11]([CH2:15][CH2:16][CH:17]3[CH2:18][CH2:19][N:20]([CH2:23][C:24]4[CH:25]=[CH:26][CH:27]=[CH:28][CH:29]=4)[CH2:21][CH2:22]3)[C:10]=2[CH:9]=[CH:8][C:7]=1[O:30][CH2:31][C:32]1[CH:37]=[CH:36][C:35]([F:38])=[CH:34][CH:33]=1)[CH3:4].